From a dataset of Full USPTO retrosynthesis dataset with 1.9M reactions from patents (1976-2016). Predict the reactants needed to synthesize the given product. (1) Given the product [CH2:16]([O:15][C:13](=[O:14])[CH2:12][O:10][CH2:9][CH2:8][C:4]1[CH:5]=[CH:6][CH:7]=[C:2]([F:1])[CH:3]=1)[CH3:17], predict the reactants needed to synthesize it. The reactants are: [F:1][C:2]1[CH:3]=[C:4]([CH2:8][CH2:9][OH:10])[CH:5]=[CH:6][CH:7]=1.I[CH2:12][C:13]([O:15][CH2:16][CH3:17])=[O:14].C(C1C=CC=C(C(C)(C)C)N=1)(C)(C)C. (2) Given the product [OH:9][C:10]1([CH2:29][C:28]2[CH:31]=[CH:32][CH:33]=[C:26]([O:25][CH3:24])[CH:27]=2)[C:18]2[C:13](=[CH:14][CH:15]=[C:16]([CH3:19])[CH:17]=2)[N:12]([CH2:20][CH2:21][CH3:22])[C:11]1=[O:23], predict the reactants needed to synthesize it. The reactants are: C([O:9][CH:10]1[C:18]2[C:13](=[CH:14][CH:15]=[C:16]([CH3:19])[CH:17]=2)[N:12]([CH2:20][CH2:21][CH3:22])[C:11]1=[O:23])(=O)C1C=CC=CC=1.[CH3:24][O:25][C:26]1[CH:27]=[C:28]([CH:31]=[CH:32][CH:33]=1)[CH2:29]Cl. (3) Given the product [Cl:20][C:21]1[C:26]([CH3:27])=[CH:25][C:24]([S:28]([NH:18][C:14]2[CH:13]=[C:12]([C:8]3[CH:9]=[C:10]([CH3:11])[C:5]([C:3]([OH:2])=[O:4])=[C:6]([CH3:19])[CH:7]=3)[CH:17]=[CH:16][CH:15]=2)(=[O:30])=[O:29])=[C:23]([CH3:32])[CH:22]=1, predict the reactants needed to synthesize it. The reactants are: C[O:2][C:3]([C:5]1[C:10]([CH3:11])=[CH:9][C:8]([C:12]2[CH:17]=[CH:16][CH:15]=[C:14]([NH2:18])[CH:13]=2)=[CH:7][C:6]=1[CH3:19])=[O:4].[Cl:20][C:21]1[C:26]([CH3:27])=[CH:25][C:24]([S:28](Cl)(=[O:30])=[O:29])=[C:23]([CH3:32])[CH:22]=1.CCOC(C)=O. (4) Given the product [CH3:5][C:6]1[C:15]2[C:10](=[CH:11][C:12]([CH3:16])=[CH:13][CH:14]=2)[C:9]([N+:1]([O-:4])=[O:2])=[CH:8][CH:7]=1, predict the reactants needed to synthesize it. The reactants are: [N+:1]([O-:4])(O)=[O:2].[CH3:5][C:6]1[C:15]2[C:10](=[CH:11][C:12]([CH3:16])=[CH:13][CH:14]=2)[CH:9]=[CH:8][CH:7]=1. (5) Given the product [Br:1][C:2]1[CH:10]=[C:9]([N+:11]([O-:13])=[O:12])[CH:8]=[CH:7][C:3]=1[C:4]([O:6][C:26]([CH3:29])([CH3:28])[CH3:27])=[O:5], predict the reactants needed to synthesize it. The reactants are: [Br:1][C:2]1[CH:10]=[C:9]([N+:11]([O-:13])=[O:12])[CH:8]=[CH:7][C:3]=1[C:4]([OH:6])=[O:5].C(C1NC=CN=1)(C1NC=CN=1)=O.[C:26](O)([CH3:29])([CH3:28])[CH3:27].C1CCN2C(=NCCC2)CC1. (6) Given the product [F:12][C:10]1[CH:11]=[C:2]([C:19]2[CH:20]=[N:21][CH:22]=[CH:23][C:18]=2[CH3:17])[CH:3]=[C:4]2[C:9]=1[N:8]1[C:13]([CH3:16])=[N:14][N:15]=[C:7]1[CH2:6][CH2:5]2, predict the reactants needed to synthesize it. The reactants are: Br[C:2]1[CH:3]=[C:4]2[C:9](=[C:10]([F:12])[CH:11]=1)[N:8]1[C:13]([CH3:16])=[N:14][N:15]=[C:7]1[CH2:6][CH2:5]2.[CH3:17][C:18]1[CH:23]=[CH:22][N:21]=[CH:20][C:19]=1B(O)O.O1CCOCC1.C([O-])(=O)C.[K+]. (7) Given the product [C:12]([C:5]1[CH:4]=[CH:3][C:2]([CH3:1])=[CH:7][C:6]=1[CH2:8][C:9]([OH:11])=[O:10])#[CH:13], predict the reactants needed to synthesize it. The reactants are: [CH3:1][C:2]1[CH:3]=[CH:4][C:5]([C:12]#[C:13][Si](C)(C)C)=[C:6]([CH2:8][C:9]([OH:11])=[O:10])[CH:7]=1.C(=O)([O-])[O-].[K+].[K+]. (8) Given the product [F:17][C:16]([F:19])([F:18])[C:13]1[CH:14]=[CH:15][C:10]([CH2:9][NH:8][C:5]2[N:6]=[CH:7][C:2]([CH:27]=[O:28])=[CH:3][CH:4]=2)=[CH:11][CH:12]=1, predict the reactants needed to synthesize it. The reactants are: Br[C:2]1[CH:3]=[CH:4][C:5]([NH:8][CH2:9][C:10]2[CH:15]=[CH:14][C:13]([C:16]([F:19])([F:18])[F:17])=[CH:12][CH:11]=2)=[N:6][CH:7]=1.C([Li])(C)(C)C.CN(C)[CH:27]=[O:28]. (9) Given the product [Cl:41][C:42]1[CH:50]=[CH:49][C:45]([C:46]([NH:12][C@H:13]2[CH2:18][CH2:17][N:16]([C:19]([O:21][C:22]([CH3:25])([CH3:23])[CH3:24])=[O:20])[CH2:15][C@H:14]2[C:26]2[CH:31]=[CH:30][C:29]([Cl:32])=[C:28]([Cl:33])[CH:27]=2)=[O:47])=[CH:44][CH:43]=1, predict the reactants needed to synthesize it. The reactants are: C1(C)C=CC(S(O)(=O)=O)=CC=1.[NH2:12][C@H:13]1[CH2:18][CH2:17][N:16]([C:19]([O:21][C:22]([CH3:25])([CH3:24])[CH3:23])=[O:20])[CH2:15][C@H:14]1[C:26]1[CH:31]=[CH:30][C:29]([Cl:32])=[C:28]([Cl:33])[CH:27]=1.C(N(CC)CC)C.[Cl:41][C:42]1[CH:50]=[CH:49][C:45]([C:46](Cl)=[O:47])=[CH:44][CH:43]=1.O.